From a dataset of Full USPTO retrosynthesis dataset with 1.9M reactions from patents (1976-2016). Predict the reactants needed to synthesize the given product. (1) Given the product [N:19]1[CH:20]=[CH:21][CH:22]=[CH:23][C:18]=1[C:16]([C:3]1[CH:4]=[N:5][C:6]2[C:11]([C:2]=1[C:28]1[CH:29]=[CH:30][CH:31]=[CH:32][C:27]=1[C:24](=[O:26])[CH3:25])=[CH:10][CH:9]=[CH:8][C:7]=2[C:12]([F:15])([F:14])[F:13])=[O:17], predict the reactants needed to synthesize it. The reactants are: Cl[C:2]1[C:11]2[C:6](=[C:7]([C:12]([F:15])([F:14])[F:13])[CH:8]=[CH:9][CH:10]=2)[N:5]=[CH:4][C:3]=1[C:16]([C:18]1[CH:23]=[CH:22][CH:21]=[CH:20][N:19]=1)=[O:17].[C:24]([C:27]1[CH:32]=[CH:31][CH:30]=[CH:29][C:28]=1B(O)O)(=[O:26])[CH3:25]. (2) Given the product [ClH:25].[CH3:23][C:17]1[CH:18]=[CH:19][CH:20]=[C:21]([CH3:22])[C:16]=1/[CH:15]=[CH:14]/[CH:11]1[CH2:12][CH2:13][NH:8][CH2:9][CH:10]1[CH3:24], predict the reactants needed to synthesize it. The reactants are: C([N:8]1[CH2:13][CH2:12][CH:11](/[CH:14]=[CH:15]/[C:16]2[C:21]([CH3:22])=[CH:20][CH:19]=[CH:18][C:17]=2[CH3:23])[CH:10]([CH3:24])[CH2:9]1)C1C=CC=CC=1.[Cl:25]C(OC(Cl)C)=O.CO. (3) Given the product [F:18][C:13]([P:19]([C:23]([F:28])([F:29])[C:24]([F:27])([F:26])[F:25])(=[O:20])[O-:22])([F:12])[C:14]([F:17])([F:16])[F:15].[CH3:2][N:3]([CH3:11])[C:4]([N:8]([CH3:10])[CH3:9])=[NH+:5][CH2:6][CH3:7], predict the reactants needed to synthesize it. The reactants are: [Br-].[CH3:2][N:3]([CH3:11])[C:4]([N:8]([CH3:10])[CH3:9])=[NH+:5][CH2:6][CH3:7].[F:12][C:13]([P:19]([C:23]([F:29])([F:28])[C:24]([F:27])([F:26])[F:25])(=[O:22])[O:20]C)([F:18])[C:14]([F:17])([F:16])[F:15]. (4) The reactants are: P(Cl)(Cl)([Cl:3])=O.O[C:7]1[N:12]=[C:11]2[C:13]([CH3:17])([CH3:16])[CH2:14][CH2:15][C:10]2=[CH:9][C:8]=1[C:18]#[N:19]. Given the product [Cl:3][C:7]1[N:12]=[C:11]2[C:13]([CH3:17])([CH3:16])[CH2:14][CH2:15][C:10]2=[CH:9][C:8]=1[C:18]#[N:19], predict the reactants needed to synthesize it. (5) The reactants are: [CH3:1][O:2][C:3]1[CH:4]=[C:5]2[C:9](=[CH:10][CH:11]=1)[NH:8][C:7](=[O:12])[CH2:6]2.[Li+].C[Si]([N-][Si](C)(C)C)(C)C.C1COCC1.[C:28]1([C:37]2[C:32](=[CH:33][CH:34]=[CH:35][CH:36]=2)[CH2:31][O:30]1)=O.Cl. Given the product [C:28]1(=[C:6]2[C:5]3[C:9](=[CH:10][CH:11]=[C:3]([O:2][CH3:1])[CH:4]=3)[NH:8][C:7]2=[O:12])[C:37]2[C:32](=[CH:33][CH:34]=[CH:35][CH:36]=2)[CH2:31][O:30]1, predict the reactants needed to synthesize it.